This data is from Reaction yield outcomes from USPTO patents with 853,638 reactions. The task is: Predict the reaction yield, written as a fraction of the theoretical maximum amount of product (1.0 means a 100% yield; for example, 0.34 means a 34% yield). (1) The yield is 0.890. The catalyst is C1C=CC(P(C2C=CC=CC=2)[C-]2C=CC=C2)=CC=1.C1C=CC(P(C2C=CC=CC=2)[C-]2C=CC=C2)=CC=1.Cl[Pd]Cl.[Fe+2].O1CCOCC1. The reactants are Br[C:2]1[CH:3]=[C:4]2[C:8](=[CH:9][C:10]=1[Cl:11])[N:7]([C:12]([O:14][C:15]([CH3:18])([CH3:17])[CH3:16])=[O:13])[CH:6]=[C:5]2[C:19]([O:21][CH3:22])=[O:20].CC1(C)C(C)(C)OB([C:31]2[CH:36]=[CH:35][C:34]([OH:37])=[CH:33][CH:32]=2)O1.[O-]P([O-])([O-])=O.[K+].[K+].[K+]. The product is [Cl:11][C:10]1[CH:9]=[C:8]2[C:4]([C:5]([C:19]([O:21][CH3:22])=[O:20])=[CH:6][N:7]2[C:12]([O:14][C:15]([CH3:18])([CH3:17])[CH3:16])=[O:13])=[CH:3][C:2]=1[C:31]1[CH:36]=[CH:35][C:34]([OH:37])=[CH:33][CH:32]=1. (2) The reactants are Br[C:2]1[CH:7]=[CH:6][C:5]([C:8]2[N:13]=[CH:12][C:11]([O:14][CH2:15][CH:16]3[CH2:21][CH2:20][N:19]([C:22]([O:24][C:25]([CH3:28])([CH3:27])[CH3:26])=[O:23])[CH2:18][CH2:17]3)=[CH:10][CH:9]=2)=[C:4]([F:29])[CH:3]=1.[Na+].[CH3:31][S:32]([O-:34])=[O:33].N1CCC[C@H]1C(O)=O.[OH-].[Na+]. The catalyst is CS(C)=O.[Cu]I. The yield is 0.290. The product is [F:29][C:4]1[CH:3]=[C:2]([S:32]([CH3:31])(=[O:34])=[O:33])[CH:7]=[CH:6][C:5]=1[C:8]1[N:13]=[CH:12][C:11]([O:14][CH2:15][CH:16]2[CH2:21][CH2:20][N:19]([C:22]([O:24][C:25]([CH3:28])([CH3:27])[CH3:26])=[O:23])[CH2:18][CH2:17]2)=[CH:10][CH:9]=1.